This data is from Catalyst prediction with 721,799 reactions and 888 catalyst types from USPTO. The task is: Predict which catalyst facilitates the given reaction. (1) Reactant: Cl[CH2:2][CH2:3][CH2:4][C:5](Cl)=[O:6].[Cl:8][C:9]1[CH:10]=[CH:11][C:12]([NH2:30])=[C:13]2[C:17]=1[N:16]=[C:15]1[N:18]([C:22]3[CH:27]=[CH:26][C:25]([Cl:28])=[CH:24][C:23]=3[Cl:29])[CH2:19][CH2:20][CH2:21][N:14]21.C(N(CC)CC)C.CC(C)([O-])C.[K+]. Product: [Cl:8][C:9]1[C:17]2[N:16]=[C:15]3[N:18]([C:22]4[CH:27]=[CH:26][C:25]([Cl:28])=[CH:24][C:23]=4[Cl:29])[CH2:19][CH2:20][CH2:21][N:14]3[C:13]=2[C:12]([N:30]2[CH2:2][CH2:3][CH2:4][C:5]2=[O:6])=[CH:11][CH:10]=1. The catalyst class is: 83. (2) Reactant: [Cl:1][C:2]1[N:10]([C:11]2[CH:16]=[CH:15][C:14]([C:17]3[N:18]=[C:19]([NH:22]C(=O)C)[S:20][CH:21]=3)=[CH:13][CH:12]=2)[C:9]2[C:8](=[O:26])[N:7]([C:27]3[CH:32]=[CH:31][CH:30]=[C:29]([O:33][CH3:34])[CH:28]=3)[C:6](=[O:35])[NH:5][C:4]=2[CH:3]=1.Cl. Product: [ClH:1].[NH2:22][C:19]1[S:20][CH:21]=[C:17]([C:14]2[CH:13]=[CH:12][C:11]([N:10]3[C:9]4[C:8](=[O:26])[N:7]([C:27]5[CH:32]=[CH:31][CH:30]=[C:29]([O:33][CH3:34])[CH:28]=5)[C:6](=[O:35])[NH:5][C:4]=4[CH:3]=[C:2]3[Cl:1])=[CH:16][CH:15]=2)[N:18]=1. The catalyst class is: 8.